From a dataset of Full USPTO retrosynthesis dataset with 1.9M reactions from patents (1976-2016). Predict the reactants needed to synthesize the given product. Given the product [C:32]([NH:2][C:3]1[C:4]([C:11]2[CH:16]=[CH:15][C:14]([NH:17][C:18]([NH:20][C:21]3[CH:26]=[C:25]([C:27]([F:30])([F:28])[F:29])[CH:24]=[CH:23][C:22]=3[F:31])=[O:19])=[CH:13][CH:12]=2)=[C:5]([C:8]([NH2:10])=[O:9])[NH:6][CH:7]=1)(=[O:39])[C:33]1[CH:38]=[CH:37][CH:36]=[CH:35][CH:34]=1, predict the reactants needed to synthesize it. The reactants are: Cl.[NH2:2][C:3]1[C:4]([C:11]2[CH:16]=[CH:15][C:14]([NH:17][C:18]([NH:20][C:21]3[CH:26]=[C:25]([C:27]([F:30])([F:29])[F:28])[CH:24]=[CH:23][C:22]=3[F:31])=[O:19])=[CH:13][CH:12]=2)=[C:5]([C:8]([NH2:10])=[O:9])[NH:6][CH:7]=1.[C:32](Cl)(=[O:39])[C:33]1[CH:38]=[CH:37][CH:36]=[CH:35][CH:34]=1.C(N(CC)CC)C.